This data is from Forward reaction prediction with 1.9M reactions from USPTO patents (1976-2016). The task is: Predict the product of the given reaction. (1) Given the reactants [F:1][C:2]1[CH:21]=[CH:20][C:5]2[C:6]([C:9]3[CH:14]=[CH:13][C:12]([O:15][CH2:16][C@H:17]4[CH2:19][O:18]4)=[CH:11][CH:10]=3)=[N:7][O:8][C:4]=2[CH:3]=1.C[N:23]([CH3:26])C=O, predict the reaction product. The product is: [F:1][C:2]1[CH:3]=[CH:4][C:5]2[C:6]([C:9]3[CH:14]=[CH:13][C:12]([O:15][CH2:16][C@H:17]([OH:18])[CH2:19][NH:23][CH2:26][C:10]4[CH:9]=[CH:14][CH:13]=[C:12]([O:15][CH3:16])[CH:11]=4)=[CH:11][CH:10]=3)=[N:7][O:8][C:20]=2[CH:21]=1. (2) Given the reactants Cl.[CH3:2][C:3]1[C:7]([CH2:8][N:9]2[CH:13]=[C:12]([NH2:14])[CH:11]=[N:10]2)=[C:6]([CH3:15])[O:5][N:4]=1.[OH:16][C:17]1[CH:18]=[C:19]([CH:23]=[C:24]([O:27][CH3:28])[C:25]=1[OH:26])[C:20](O)=[O:21].C1C=CC2N(O)N=NC=2C=1.C(Cl)CCl, predict the reaction product. The product is: [CH3:2][C:3]1[C:7]([CH2:8][N:9]2[CH:13]=[C:12]([NH:14][C:20](=[O:21])[C:19]3[CH:23]=[C:24]([O:27][CH3:28])[C:25]([OH:26])=[C:17]([OH:16])[CH:18]=3)[CH:11]=[N:10]2)=[C:6]([CH3:15])[O:5][N:4]=1. (3) Given the reactants [CH2:1]([O:8][C:9]1[CH:14]=[CH:13][C:12]([C:15]([C:17]2[CH:22]=[CH:21][CH:20]=[CH:19][C:18]=2[F:23])=O)=[CH:11][CH:10]=1)[C:2]1[CH:7]=[CH:6][CH:5]=[CH:4][CH:3]=1.[CH3:24][Mg+].[Br-].OS(O)(=O)=O.O, predict the reaction product. The product is: [CH2:1]([O:8][C:9]1[CH:14]=[CH:13][C:12]([C:15]([C:17]2[CH:22]=[CH:21][CH:20]=[CH:19][C:18]=2[F:23])=[CH2:24])=[CH:11][CH:10]=1)[C:2]1[CH:7]=[CH:6][CH:5]=[CH:4][CH:3]=1. (4) Given the reactants [O:1]1[C:5]2[CH:6]=[CH:7][CH:8]=[CH:9][C:4]=2[N:3]=[C:2]1[C:10]1[CH:11]=[CH:12][C:13]([NH:17][CH:18]2[CH2:23][CH2:22][O:21][CH2:20][CH2:19]2)=[C:14]([CH:16]=1)[NH2:15].[C:24]1([C:30]#[C:31][CH:32]=O)[CH:29]=[CH:28][CH:27]=[CH:26][CH:25]=1.OOS([O-])=O.[K+].C(=O)([O-])[O-].[K+].[K+], predict the reaction product. The product is: [O:1]1[C:5]2[CH:6]=[CH:7][CH:8]=[CH:9][C:4]=2[N:3]=[C:2]1[C:10]1[CH:11]=[CH:12][C:13]2[N:17]([CH:18]3[CH2:23][CH2:22][O:21][CH2:20][CH2:19]3)[C:32]([C:31]#[C:30][C:24]3[CH:29]=[CH:28][CH:27]=[CH:26][CH:25]=3)=[N:15][C:14]=2[CH:16]=1. (5) Given the reactants [Br:1][C:2]1[CH:8]=[C:7]([CH:9]([CH3:11])[CH3:10])[CH:6]=[CH:5][C:3]=1[NH2:4].[C:12](OC(=O)C)(=[O:14])[CH3:13].C(N(CC)CC)C, predict the reaction product. The product is: [Br:1][C:2]1[CH:8]=[C:7]([CH:9]([CH3:11])[CH3:10])[CH:6]=[CH:5][C:3]=1[NH:4][C:12](=[O:14])[CH3:13]. (6) Given the reactants [CH2:1]([O:3][C:4]([C:6]1[CH:7]=[C:8]2[C:13](=[CH:14][CH:15]=1)[NH:12][CH:11]([C:16]1[CH:21]=[CH:20][CH:19]=[C:18]([NH:22][C:23]([C:26](O)=[O:27])([CH3:25])[CH3:24])[CH:17]=1)[C:10]([CH3:30])([CH3:29])[CH2:9]2)=[O:5])[CH3:2].[CH:31]([NH2:34])([CH3:33])[CH3:32].CN(C(ON1N=NC2C=CC=NC1=2)=[N+](C)C)C.F[P-](F)(F)(F)(F)F.C(N(CC)CC)C, predict the reaction product. The product is: [CH2:1]([O:3][C:4]([C:6]1[CH:7]=[C:8]2[C:13](=[CH:14][CH:15]=1)[NH:12][CH:11]([C:16]1[CH:21]=[CH:20][CH:19]=[C:18]([NH:22][C:23]([C:26](=[O:27])[NH:34][CH:31]([CH3:33])[CH3:32])([CH3:25])[CH3:24])[CH:17]=1)[C:10]([CH3:29])([CH3:30])[CH2:9]2)=[O:5])[CH3:2]. (7) Given the reactants [F:1][C:2]([F:28])([F:27])[C:3]([OH:26])([CH2:16][C:17]1[NH:25][C:20]2=[CH:21][N:22]=[CH:23][CH:24]=[C:19]2[CH:18]=1)[CH2:4][C:5]([C:8]1[CH:9]=[C:10]([CH:13]=[CH:14][CH:15]=1)[CH:11]=O)([CH3:7])[CH3:6].ClC(Cl)C.C(O)(=O)C.[NH:37]1[CH2:42][CH2:41][O:40][CH2:39][CH2:38]1, predict the reaction product. The product is: [F:28][C:2]([F:1])([F:27])[C:3]([CH2:16][C:17]1[NH:25][C:20]2=[CH:21][N:22]=[CH:23][CH:24]=[C:19]2[CH:18]=1)([OH:26])[CH2:4][C:5]([CH3:7])([C:8]1[CH:15]=[CH:14][CH:13]=[C:10]([CH2:11][N:37]2[CH2:42][CH2:41][O:40][CH2:39][CH2:38]2)[CH:9]=1)[CH3:6].